The task is: Predict the reactants needed to synthesize the given product.. This data is from Full USPTO retrosynthesis dataset with 1.9M reactions from patents (1976-2016). (1) The reactants are: [C:1]([CH2:9][NH:10][CH2:11][C:12]1[CH:13]=[C:14]([C:18]2[CH:23]=[CH:22][C:21](/[CH:24]=[C:25](\[CH3:31])/[C:26]([O:28]CC)=[O:27])=[CH:20][C:19]=2[O:32][CH2:33][CH2:34][CH2:35][CH3:36])[CH:15]=[CH:16][CH:17]=1)(=[O:8])[C:2]1[CH:7]=[CH:6][CH:5]=[CH:4][CH:3]=1.[OH-].[Na+]. Given the product [C:1]([CH2:9][NH:10][CH2:11][C:12]1[CH:13]=[C:14]([C:18]2[CH:23]=[CH:22][C:21](/[CH:24]=[C:25](\[CH3:31])/[C:26]([OH:28])=[O:27])=[CH:20][C:19]=2[O:32][CH2:33][CH2:34][CH2:35][CH3:36])[CH:15]=[CH:16][CH:17]=1)(=[O:8])[C:2]1[CH:7]=[CH:6][CH:5]=[CH:4][CH:3]=1, predict the reactants needed to synthesize it. (2) Given the product [ClH:3].[ClH:1].[ClH:3].[CH3:32][NH:33][C:34]([C:36]1[C:44]2[CH:43]=[C:42]([C:45]3[C:50]([CH3:51])=[CH:49][N:48]=[C:47]([NH:52][CH2:53][CH2:54][CH2:55][N:56]4[CH2:61][CH2:60][N:59]([CH3:4])[C@@H:58]([CH3:62])[CH2:57]4)[N:46]=3)[S:41][C:40]=2[CH:39]=[CH:38][CH:37]=1)=[O:35], predict the reactants needed to synthesize it. The reactants are: [ClH:1].Cl.[Cl:3][C:4]1C(C2SC3C=CC=C(C(N)=O)C=3C=2)=NC(NCCC2CCN(C)CC2)=NC=1.[CH3:32][NH:33][C:34]([C:36]1[C:44]2[CH:43]=[C:42]([C:45]3[C:50]([CH3:51])=[CH:49][N:48]=[C:47]([NH:52][CH2:53][CH2:54][CH2:55][N:56]4[CH2:61][CH2:60][NH:59][C@@H:58]([CH3:62])[CH2:57]4)[N:46]=3)[S:41][C:40]=2[CH:39]=[CH:38][CH:37]=1)=[O:35]. (3) Given the product [F:1][C:2]1[CH:10]=[C:9]([F:11])[CH:8]=[C:7]([NH:12][C:13]2[N:18]=[C:17]([NH:19][C:20]3[CH:25]=[CH:24][C:23]([CH:26]4[CH2:31][CH2:30][N:29]([CH2:32][CH2:33][CH3:34])[CH2:28][CH2:27]4)=[CH:22][C:21]=3[O:35][CH3:36])[NH:16][C:15]3=[N:37][CH:38]=[CH:39][C:14]=23)[C:3]=1[C:4]([NH2:6])=[O:5], predict the reactants needed to synthesize it. The reactants are: [F:1][C:2]1[CH:10]=[C:9]([F:11])[CH:8]=[C:7]([NH:12][C:13]2[C:14]3[CH:39]=[CH:38][N:37](S(C4C=CC(C)=CC=4)(=O)=O)[C:15]=3[N:16]=[C:17]([NH:19][C:20]3[CH:25]=[CH:24][C:23]([CH:26]4[CH2:31][CH2:30][N:29]([CH2:32][CH2:33][CH3:34])[CH2:28][CH2:27]4)=[CH:22][C:21]=3[O:35][CH3:36])[N:18]=2)[C:3]=1[C:4]([NH2:6])=[O:5].[OH-].[K+]. (4) Given the product [CH3:10][O:11][C:12]1[CH:13]=[CH:14][C:15]2[S:21][CH2:20][CH2:19][N:18]([CH2:22][C:23]3[CH:24]=[CH:25][C:26]([C:27]([O:8][CH2:7][CH2:6][CH2:5][CH2:4][O:3][N+:1]([O-:9])=[O:2])=[O:28])=[CH:30][CH:31]=3)[CH2:17][C:16]=2[N:32]=1, predict the reactants needed to synthesize it. The reactants are: [N+:1]([O-:9])([O:3][CH2:4][CH2:5][CH2:6][CH2:7][OH:8])=[O:2].[CH3:10][O:11][C:12]1[CH:13]=[CH:14][C:15]2[S:21][CH2:20][CH2:19][N:18]([CH2:22][C:23]3[CH:31]=[CH:30][C:26]([C:27](O)=[O:28])=[CH:25][CH:24]=3)[CH2:17][C:16]=2[N:32]=1. (5) Given the product [Cl:1][C:2]1[CH:3]=[CH:4][C:5]([CH2:8][CH2:9][C:10]([OH:12])=[O:11])=[CH:6][CH:7]=1, predict the reactants needed to synthesize it. The reactants are: [Cl:1][C:2]1[CH:7]=[CH:6][C:5]([CH:8]=[CH:9][C:10]([OH:12])=[O:11])=[CH:4][CH:3]=1. (6) Given the product [O:1]=[C:2]1[NH:6][C:5](=[O:7])[CH:4]([CH2:8][C:9]2[CH:14]=[CH:13][C:12]([C:15]3[NH:19][C:18]4[CH:20]=[C:21]([Cl:25])[C:22]([Cl:24])=[CH:23][C:17]=4[N:16]=3)=[CH:11][CH:10]=2)[S:3]1, predict the reactants needed to synthesize it. The reactants are: [O:1]=[C:2]1[NH:6][C:5](=[O:7])[C:4](=[CH:8][C:9]2[CH:14]=[CH:13][C:12]([C:15]3[NH:16][C:17]4[CH:23]=[C:22]([Cl:24])[C:21]([Cl:25])=[CH:20][C:18]=4[N:19]=3)=[CH:11][CH:10]=2)[S:3]1.[Mg].O.Cl. (7) Given the product [O:26]1[C:22]2[CH:21]=[CH:20][C:19]([C:17]3[CH:18]=[C:13]4[C:12]([C:28]5[CH:32]=[N:31][NH:30][CH:29]=5)=[CH:11][NH:10][C:14]4=[N:15][CH:16]=3)=[CH:27][C:23]=2[CH2:24][CH2:25]1, predict the reactants needed to synthesize it. The reactants are: C1(S([N:10]2[C:14]3=[N:15][CH:16]=[C:17]([C:19]4[CH:20]=[CH:21][C:22]5[O:26][CH2:25][CH2:24][C:23]=5[CH:27]=4)[CH:18]=[C:13]3[C:12]([C:28]3[CH:29]=[N:30][NH:31][CH:32]=3)=[CH:11]2)(=O)=O)C=CC=CC=1.[OH-].[Na+]. (8) Given the product [Cl:22][C:23]1[CH:31]=[C:30]2[C:26]([C:27]([CH3:32])([CH3:33])[CH2:28][CH2:29]2)=[CH:25][C:24]=1[O:34][C:36]1[S:37][CH:38]=[C:39]([C:41]([NH:43][C:44]2[C:45]([O:66][CH3:67])=[N:46][C:47]([NH:52][CH2:53][CH2:54][N:55]([CH:63]([CH3:64])[CH3:65])[C:56](=[O:62])[O:57][C:58]([CH3:60])([CH3:61])[CH3:59])=[N:48][C:49]=2[O:50][CH3:51])=[O:42])[N:40]=1, predict the reactants needed to synthesize it. The reactants are: C(C1C=C(C=CC=1)OC1OC=C(C(OCC)=O)N=1)(C)(C)C.[Cl:22][C:23]1[CH:31]=[C:30]2[C:26]([C:27]([CH3:33])([CH3:32])[CH2:28][CH2:29]2)=[CH:25][C:24]=1[OH:34].Br[C:36]1[S:37][CH:38]=[C:39]([C:41]([NH:43][C:44]2[C:45]([O:66][CH3:67])=[N:46][C:47]([NH:52][CH2:53][CH2:54][N:55]([CH:63]([CH3:65])[CH3:64])[C:56](=[O:62])[O:57][C:58]([CH3:61])([CH3:60])[CH3:59])=[N:48][C:49]=2[O:50][CH3:51])=[O:42])[N:40]=1.